Task: Predict the product of the given reaction.. Dataset: Forward reaction prediction with 1.9M reactions from USPTO patents (1976-2016) (1) Given the reactants CC(C)([O-])C.[K+].[N:7]1([S:12]([C:15]2[CH:16]=[C:17]3[C:21](=[CH:22][CH:23]=2)[NH:20][C:19](=[O:24])[C:18]23OCCC[O:25]2)(=[O:14])=[O:13])[CH2:11][CH2:10][CH2:9][CH2:8]1.ClCC(C)(C)C#N, predict the reaction product. The product is: [N:7]1([S:12]([C:15]2[CH:16]=[C:17]3[C:21](=[CH:22][CH:23]=2)[NH:20][C:19](=[O:24])[C:18]3=[O:25])(=[O:14])=[O:13])[CH2:11][CH2:10][CH2:9][CH2:8]1. (2) The product is: [Cl:1][C:2]1[CH:7]=[CH:6][CH:5]=[CH:4][C:3]=1[C:8](=[O:10])[CH2:9][CH2:12][C:13]1[N:14]=[C:15]([C:18]2[CH:23]=[CH:22][C:21]([O:24][CH3:25])=[C:20]([O:26][CH2:27][CH:28]3[CH2:30][CH2:29]3)[CH:19]=2)[O:16][CH:17]=1. Given the reactants [Cl:1][C:2]1[CH:7]=[CH:6][CH:5]=[CH:4][C:3]=1[C:8](=[O:10])[CH3:9].Cl[CH2:12][C:13]1[N:14]=[C:15]([C:18]2[CH:23]=[CH:22][C:21]([O:24][CH3:25])=[C:20]([O:26][CH2:27][CH:28]3[CH2:30][CH2:29]3)[CH:19]=2)[O:16][CH:17]=1, predict the reaction product. (3) Given the reactants [Cl:1][C:2]1[CH:10]=[C:9]2[C:5]([C:6]([CH2:21][CH2:22][C:23]([CH3:26])([CH3:25])[CH3:24])=[CH:7][N:8]2[C:11]2[S:12][CH:13]=[C:14]([C:16]([O:18]CC)=[O:17])[N:15]=2)=[CH:4][CH:3]=1.[OH-].[Na+], predict the reaction product. The product is: [Cl:1][C:2]1[CH:10]=[C:9]2[C:5]([C:6]([CH2:21][CH2:22][C:23]([CH3:26])([CH3:25])[CH3:24])=[CH:7][N:8]2[C:11]2[S:12][CH:13]=[C:14]([C:16]([OH:18])=[O:17])[N:15]=2)=[CH:4][CH:3]=1. (4) Given the reactants Cl.[O:2]1[CH2:6][CH2:5][CH:4]([CH2:7][NH2:8])[CH2:3]1.[OH-].[Na+].[F:11][C:12]([C:20]1[O:24][N:23]=[C:22]([C:25](Cl)=[O:26])[CH:21]=1)([F:19])[C:13]1[CH:18]=[CH:17][CH:16]=[CH:15][CH:14]=1, predict the reaction product. The product is: [O:2]1[CH2:6][CH2:5][CH:4]([CH2:7][NH:8][C:25]([C:22]2[CH:21]=[C:20]([C:12]([F:19])([F:11])[C:13]3[CH:18]=[CH:17][CH:16]=[CH:15][CH:14]=3)[O:24][N:23]=2)=[O:26])[CH2:3]1. (5) The product is: [C:1]([O:5][C:6]([N:8]1[CH2:13][CH2:12][CH:11]([CH:14]2[CH2:15][CH2:16][N:17]([C:20]3[CH:21]=[CH:22][C:23]([C:26]4[S:27][CH:29]=[CH:30][N:28]=4)=[CH:24][CH:25]=3)[CH2:18][CH2:19]2)[CH2:10][CH2:9]1)=[O:7])([CH3:4])([CH3:2])[CH3:3]. Given the reactants [C:1]([O:5][C:6]([N:8]1[CH2:13][CH2:12][CH:11]([CH:14]2[CH2:19][CH2:18][N:17]([C:20]3[CH:25]=[CH:24][C:23]([C:26]([NH2:28])=[S:27])=[CH:22][CH:21]=3)[CH2:16][CH2:15]2)[CH2:10][CH2:9]1)=[O:7])([CH3:4])([CH3:3])[CH3:2].[CH3:29][C:30](OC(C)=O)=O.ClCC=O, predict the reaction product.